The task is: Predict the reactants needed to synthesize the given product.. This data is from Full USPTO retrosynthesis dataset with 1.9M reactions from patents (1976-2016). (1) Given the product [ClH:49].[NH2:1][C:2]1[N:6]([CH3:7])[C:5](=[O:8])[C:4]([C:9]2[CH:14]=[CH:13][C:12]([O:15][CH:16]([F:17])[F:18])=[CH:11][CH:10]=2)([C:19]2[CH:24]=[CH:23][CH:22]=[C:21]([NH:25][CH2:26][CH2:27][CH3:28])[CH:20]=2)[N:3]=1, predict the reactants needed to synthesize it. The reactants are: [NH2:1][C:2]1[N:6]([CH3:7])[C:5](=[O:8])[C:4]([C:19]2[CH:24]=[CH:23][CH:22]=[C:21]([NH2:25])[CH:20]=2)([C:9]2[CH:14]=[CH:13][C:12]([O:15][CH:16]([F:18])[F:17])=[CH:11][CH:10]=2)[N:3]=1.[CH:26](=O)[CH2:27][CH3:28].C(O[BH-](OC(=O)C)OC(=O)C)(=O)C.[Na+].C(O)(=O)C.C(Cl)[Cl:49]. (2) Given the product [CH:42]1([C:2]2[C:3]3[C:7]([CH:8]=[CH:9][CH:10]=2)=[N:6][N:5]2[C:11]([CH:16]4[CH2:21][CH2:20][N:19]([C:22]([O:24][C:25]([CH3:28])([CH3:27])[CH3:26])=[O:23])[CH2:18][CH2:17]4)=[CH:12][C:13](=[O:15])[NH:14][C:4]=32)[CH2:37][CH2:36]1, predict the reactants needed to synthesize it. The reactants are: Cl[C:2]1[C:3]2[C:7]([CH:8]=[CH:9][CH:10]=1)=[N:6][N:5]1[C:11]([CH:16]3[CH2:21][CH2:20][N:19]([C:22]([O:24][C:25]([CH3:28])([CH3:27])[CH3:26])=[O:23])[CH2:18][CH2:17]3)=[CH:12][C:13](=[O:15])[NH:14][C:4]=21.C1(P(C2CCCCC2)[C:36]2C=CC=C[C:37]=2[C:42]2C(N(C)C)=CC=CC=2N(C)C)CCCCC1.[Br-].C1([Zn+])CC1. (3) The reactants are: Cl.Cl.Cl[C:4]1[C:14]2[CH2:13][CH2:12][NH:11][CH2:10][CH2:9][C:8]=2[N:7]=[CH:6][N:5]=1.Cl[CH2:16][C:17]([N:19]1[CH2:24][CH2:23][N:22]([CH:25]2[CH2:28][CH2:27][CH2:26]2)[CH2:21][CH2:20]1)=[O:18].[C:29]([O-])([O-])=[O:30].[K+].[K+].[Na+].[I-]. Given the product [CH:25]1([N:22]2[CH2:23][CH2:24][N:19]([C:17](=[O:18])[CH2:16][N:11]3[CH2:12][CH2:13][C:14]4[C:4]([O:30][CH3:29])=[N:5][CH:6]=[N:7][C:8]=4[CH2:9][CH2:10]3)[CH2:20][CH2:21]2)[CH2:28][CH2:27][CH2:26]1, predict the reactants needed to synthesize it. (4) The reactants are: C(O)(C(F)(F)F)=O.C(OC([NH:15][C@@H:16]([C:22]([N:24]([CH:42]1[CH2:44][CH2:43]1)[CH2:25][C:26]([NH:28][CH2:29][C:30]1[CH:35]=[C:34]([Cl:36])[CH:33]=[CH:32][C:31]=1[N:37]1[CH:41]=[N:40][N:39]=[N:38]1)=[O:27])=[O:23])[CH2:17][C:18]([CH3:21])([CH3:20])[CH3:19])=O)(C)(C)C. Given the product [CH3:19][C:18]([CH3:21])([CH3:20])[CH2:17][C@H:16]([C:22]([N:24]([CH:42]1[CH2:44][CH2:43]1)[CH2:25][C:26]([NH:28][CH2:29][C:30]1[CH:35]=[C:34]([Cl:36])[CH:33]=[CH:32][C:31]=1[N:37]1[CH:41]=[N:40][N:39]=[N:38]1)=[O:27])=[O:23])[NH2:15], predict the reactants needed to synthesize it. (5) Given the product [CH2:1]([O:3][C:4](=[O:20])[CH2:5][CH2:6][CH2:7][S:8][C:9]1[N:13]([CH2:40][C:38]2[C:39]3[C:31]([CH3:30])=[CH:32][CH:33]=[CH:34][C:35]=3[S:36][CH:37]=2)[C:12]2[CH:14]=[CH:15][C:16]([O:18][CH3:19])=[CH:17][C:11]=2[N:10]=1)[CH3:2].[CH2:1]([O:3][C:4](=[O:20])[CH2:5][CH2:6][CH2:7][S:8][C:9]1[N:10]([CH2:40][C:38]2[C:39]3[C:31]([CH3:30])=[CH:32][CH:33]=[CH:34][C:35]=3[S:36][CH:37]=2)[C:11]2[CH:17]=[C:16]([O:18][CH3:19])[CH:15]=[CH:14][C:12]=2[N:13]=1)[CH3:2], predict the reactants needed to synthesize it. The reactants are: [CH2:1]([O:3][C:4](=[O:20])[CH2:5][CH2:6][CH2:7][S:8][C:9]1[NH:10][C:11]2[CH:17]=[C:16]([O:18][CH3:19])[CH:15]=[CH:14][C:12]=2[N:13]=1)[CH3:2].C(N(C(C)C)CC)(C)C.[CH3:30][C:31]1[C:39]2[C:38]([CH2:40]Br)=[CH:37][S:36][C:35]=2[CH:34]=[CH:33][CH:32]=1.C(=O)(O)[O-].[Na+].